Task: Predict the reactants needed to synthesize the given product.. Dataset: Full USPTO retrosynthesis dataset with 1.9M reactions from patents (1976-2016) (1) Given the product [NH2:11][C@@H:3]([CH2:4][C:5]1[CH:10]=[CH:9][CH:8]=[CH:7][CH:6]=1)[C:1]#[N:2], predict the reactants needed to synthesize it. The reactants are: [C:1]([C@@H:3]([NH:11]C(=O)OC(C)(C)C)[CH2:4][C:5]1[CH:10]=[CH:9][CH:8]=[CH:7][CH:6]=1)#[N:2].C1(SC)C=CC=CC=1.CS(O)(=O)=O.C(OCC)C. (2) Given the product [C:14]([O:18][C:19](=[O:22])[CH2:20][NH:21][C:2]1[CH:9]=[CH:8][C:5]([C:6]#[N:7])=[CH:4][C:3]=1[N+:10]([O-:12])=[O:11])([CH3:17])([CH3:16])[CH3:15], predict the reactants needed to synthesize it. The reactants are: Cl[C:2]1[CH:9]=[CH:8][C:5]([C:6]#[N:7])=[CH:4][C:3]=1[N+:10]([O-:12])=[O:11].Cl.[C:14]([O:18][C:19](=[O:22])[CH2:20][NH2:21])([CH3:17])([CH3:16])[CH3:15].C(N(CC)CC)C. (3) Given the product [Cl:19][C:15]1[C:14]([O:20][CH3:21])=[C:13]([NH:22][C:23](=[O:24])[O:32][CH2:31][C:26]2[CH:27]=[CH:28][CH:29]=[CH:30][N:25]=2)[C:12]([C:3]2[C:2]([Cl:1])=[C:6]([O:7][CH:8]([F:9])[F:10])[N:5]([CH3:11])[N:4]=2)=[C:17]([F:18])[CH:16]=1, predict the reactants needed to synthesize it. The reactants are: [Cl:1][C:2]1[C:3]([C:12]2[C:17]([F:18])=[CH:16][C:15]([Cl:19])=[C:14]([O:20][CH3:21])[C:13]=2[N:22]=[C:23]=[O:24])=[N:4][N:5]([CH3:11])[C:6]=1[O:7][CH:8]([F:10])[F:9].[N:25]1[CH:30]=[CH:29][CH:28]=[CH:27][C:26]=1[CH2:31][OH:32]. (4) Given the product [CH2:25]([N:19]([CH2:1][CH2:2][CH2:3][CH2:4][CH2:5][CH2:6][CH2:7][CH2:8][CH2:9][CH2:10][CH2:11][CH2:12][CH2:13][CH2:14][CH2:15][CH2:16][CH2:17][CH3:18])[CH2:20][CH2:21][OH:22])[CH2:26][CH2:27][CH2:28][CH2:29][CH2:30][CH2:31][CH2:32][CH2:33][CH2:34][CH2:35][CH2:36][CH2:37][CH2:38][CH2:39][CH2:40][CH2:41][CH3:42], predict the reactants needed to synthesize it. The reactants are: [CH2:1]([N:19]([CH2:25][CH2:26][CH2:27][CH2:28][CH2:29][CH2:30][CH2:31][CH2:32][CH2:33][CH2:34][CH2:35][CH2:36][CH2:37][CH2:38][CH2:39][CH2:40][CH2:41][CH3:42])[CH2:20][C:21](OC)=[O:22])[CH2:2][CH2:3][CH2:4][CH2:5][CH2:6][CH2:7][CH2:8][CH2:9][CH2:10][CH2:11][CH2:12][CH2:13][CH2:14][CH2:15][CH2:16][CH2:17][CH3:18].[H-].[H-].[H-].[H-].[Li+].[Al+3]. (5) Given the product [CH2:18]([O:20][C:21](=[O:40])[CH2:22][C:23]1[CH:28]=[CH:27][C:26]([O:29][CH3:30])=[C:25]([C:2]2[C:7]([CH2:8][N:9]([C:10]([CH:12]3[CH2:14][CH2:13]3)=[O:11])[CH2:15][CH3:16])=[CH:6][C:5]([CH3:17])=[CH:4][N:3]=2)[CH:24]=1)[CH3:19], predict the reactants needed to synthesize it. The reactants are: Cl[C:2]1[C:7]([CH2:8][N:9]([CH2:15][CH3:16])[C:10]([CH:12]2[CH2:14][CH2:13]2)=[O:11])=[CH:6][C:5]([CH3:17])=[CH:4][N:3]=1.[CH2:18]([O:20][C:21](=[O:40])[CH2:22][C:23]1[CH:28]=[CH:27][C:26]([O:29][CH3:30])=[C:25](B2OC(C)(C)C(C)(C)O2)[CH:24]=1)[CH3:19].C(=O)([O-])[O-].[K+].[K+]. (6) Given the product [ClH:19].[NH:9]1[CH2:8][CH2:7][CH:6]([NH:5][S:2]([CH3:1])(=[O:3])=[O:4])[CH2:11][CH2:10]1, predict the reactants needed to synthesize it. The reactants are: [CH3:1][S:2]([NH:5][CH:6]1[CH2:11][CH2:10][N:9](C(OCCCC)=O)[CH2:8][CH2:7]1)(=[O:4])=[O:3].[ClH:19]. (7) Given the product [CH3:15][C:14]([CH3:17])([CH3:16])[CH:13]([OH:18])[CH2:10][C:5]1[CH:6]=[CH:7][CH:8]=[CH:9][C:4]=1[N+:1]([O-:3])=[O:2], predict the reactants needed to synthesize it. The reactants are: [N+:1]([C:4]1[CH:9]=[CH:8][CH:7]=[CH:6][C:5]=1[CH3:10])([O-:3])=[O:2].[OH-].[K+].[CH:13](=[O:18])[C:14]([CH3:17])([CH3:16])[CH3:15].Cl. (8) Given the product [CH3:8][C:4]1[N:3]=[C:2]([NH:1][C:9](=[O:11])[CH3:10])[CH:7]=[CH:6][CH:5]=1, predict the reactants needed to synthesize it. The reactants are: [NH2:1][C:2]1[CH:7]=[CH:6][CH:5]=[C:4]([CH3:8])[N:3]=1.[C:9](OC(=O)C)(=[O:11])[CH3:10]. (9) The reactants are: [CH3:1][C:2]1[C:6]([C:7]2[C:12]([C:13]#[C:14][Si](C)(C)C)=[CH:11][C:10]([C:19]([F:22])([F:21])[F:20])=[CH:9][C:8]=2[C:23]2[CH:28]=[CH:27][C:26]([OH:29])=[CH:25][CH:24]=2)=[C:5]([CH3:30])[O:4][N:3]=1. Given the product [CH3:1][C:2]1[C:6]([C:7]2[C:12]([C:13]#[CH:14])=[CH:11][C:10]([C:19]([F:21])([F:20])[F:22])=[CH:9][C:8]=2[C:23]2[CH:24]=[CH:25][C:26]([OH:29])=[CH:27][CH:28]=2)=[C:5]([CH3:30])[O:4][N:3]=1, predict the reactants needed to synthesize it.